From a dataset of Forward reaction prediction with 1.9M reactions from USPTO patents (1976-2016). Predict the product of the given reaction. (1) Given the reactants [NH2:1][C:2]1[C:3]2[C:10]([F:11])=[CH:9][N:8]([C@@H:12]3[O:16][C@@:15]([CH2:19][OH:20])([C:17]#[CH:18])[C@@H:14]([O:21][Si](C(C)(C)C)(C)C)[CH2:13]3)[C:4]=2[N:5]=[CH:6][N:7]=1.CCCC[N+](CCCC)(CCCC)CCCC.[F-].C1COCC1.O.C(=O)(O)[O-].[NH4+], predict the reaction product. The product is: [NH2:1][C:2]1[C:3]2[C:10]([F:11])=[CH:9][N:8]([C@@H:12]3[O:16][C@:15]([C:17]#[CH:18])([CH2:19][OH:20])[C@@H:14]([OH:21])[CH2:13]3)[C:4]=2[N:5]=[CH:6][N:7]=1. (2) Given the reactants C(O)[C:2]([NH2:7])([CH2:5]O)[CH2:3][OH:4].Cl.[Mg+2].[Cl-].[Cl-].[CH2:13](S)[C@@H:14]([OH:19])[C@H:15](O)[CH2:16]S.P(O[CH2:34][C@H:35]1O[C@@H](N2C3N=CN=C(N)C=3N=C2)[C@H](O)[C@@H]1O)(OP(OP(O)(O)=O)(O)=O)(=O)O.CS(C)=[O:54], predict the reaction product. The product is: [NH2:7][C@H:2]([C:3]([OH:4])=[O:54])[CH2:5][C:34]1[CH:16]=[CH:15][C:14]([OH:19])=[CH:13][CH:35]=1.